From a dataset of Full USPTO retrosynthesis dataset with 1.9M reactions from patents (1976-2016). Predict the reactants needed to synthesize the given product. (1) Given the product [C:1]([O:5][C@@H:6]([C:12]1[C:13]([CH3:27])=[N:14][C:15]2[N:16]([N:19]=[C:20]([C:22]([O:24][CH2:25][CH3:26])=[O:23])[CH:21]=2)[C:17]=1[C:31]1[C:32]([CH3:39])=[C:33]2[C:38](=[C:29]([F:28])[CH:30]=1)[O:37][CH2:36][CH2:35][CH2:34]2)[C:7]([O:9][CH2:10][CH3:11])=[O:8])([CH3:4])([CH3:3])[CH3:2], predict the reactants needed to synthesize it. The reactants are: [C:1]([O:5][C@@H:6]([C:12]1[C:13]([CH3:27])=[N:14][C:15]2[N:16]([N:19]=[C:20]([C:22]([O:24][CH2:25][CH3:26])=[O:23])[CH:21]=2)[C:17]=1I)[C:7]([O:9][CH2:10][CH3:11])=[O:8])([CH3:4])([CH3:3])[CH3:2].[F:28][C:29]1[CH:30]=[C:31](B2OC(C)(C)C(C)(C)O2)[C:32]([CH3:39])=[C:33]2[C:38]=1[O:37][CH2:36][CH2:35][CH2:34]2.C([O-])([O-])=O.[Na+].[Na+].O. (2) Given the product [F:18][C:4]1[CH:3]=[C:2]([C:23]2[CH:24]=[CH:25][C:20]([F:19])=[CH:21][CH:22]=2)[C:10]2[N:9]3[CH2:11][CH2:12][CH2:13][NH:14][C:15](=[O:16])[C:8]3=[CH:7][C:6]=2[C:5]=1[F:17], predict the reactants needed to synthesize it. The reactants are: Br[C:2]1[C:10]2[N:9]3[CH2:11][CH2:12][CH2:13][NH:14][C:15](=[O:16])[C:8]3=[CH:7][C:6]=2[C:5]([F:17])=[C:4]([F:18])[CH:3]=1.[F:19][C:20]1[CH:25]=[CH:24][C:23](B(O)O)=[CH:22][CH:21]=1. (3) Given the product [CH3:2][O:3][C:4]1[CH:5]=[C:6]([C:12]2[C:13]([CH3:25])([CH3:24])[C:14](=[O:23])[N:15]([CH:17]3[CH2:22][CH2:21][N:20]([S:35]([C:32]4[CH:33]=[CH:34][C:29]([CH:27]([CH3:28])[CH3:26])=[CH:30][CH:31]=4)(=[O:37])=[O:36])[CH2:19][CH2:18]3)[N:16]=2)[CH:7]=[CH:8][C:9]=1[O:10][CH3:11], predict the reactants needed to synthesize it. The reactants are: Cl.[CH3:2][O:3][C:4]1[CH:5]=[C:6]([C:12]2[C:13]([CH3:25])([CH3:24])[C:14](=[O:23])[N:15]([CH:17]3[CH2:22][CH2:21][NH:20][CH2:19][CH2:18]3)[N:16]=2)[CH:7]=[CH:8][C:9]=1[O:10][CH3:11].[CH3:26][CH:27]([C:29]1[CH:34]=[CH:33][C:32]([S:35](Cl)(=[O:37])=[O:36])=[CH:31][CH:30]=1)[CH3:28]. (4) Given the product [CH3:15][C:16]1[CH:21]=[CH:20][C:19]([S:22]([O:5][CH2:4][CH2:3][C:2]([OH:7])([CH3:6])[CH3:1])(=[O:24])=[O:23])=[CH:18][CH:17]=1, predict the reactants needed to synthesize it. The reactants are: [CH3:1][C:2]([OH:7])([CH3:6])[CH2:3][CH2:4][OH:5].C(N(CC)CC)C.[CH3:15][C:16]1[CH:21]=[CH:20][C:19]([S:22](Cl)(=[O:24])=[O:23])=[CH:18][CH:17]=1. (5) Given the product [ClH:1].[NH2:19][CH:8]1[CH:7]([CH2:6][C:5]2[CH:4]=[CH:3][C:2]([Cl:1])=[CH:28][CH:27]=2)[C:16]2[CH:15]=[C:14]([C:17]#[N:18])[CH:13]=[CH:12][C:11]=2[CH2:10][CH2:9]1, predict the reactants needed to synthesize it. The reactants are: [Cl:1][C:2]1[CH:28]=[CH:27][C:5]([CH2:6][CH:7]2[C:16]3[C:11](=[CH:12][CH:13]=[C:14]([C:17]#[N:18])[CH:15]=3)[CH2:10][CH2:9][CH:8]2[NH:19]C(=O)OC(C)(C)C)=[CH:4][CH:3]=1.Cl. (6) Given the product [F:1][C:2]([F:30])([F:29])[C:3]1[CH:4]=[C:5]([CH:26]=[CH:27][CH:28]=1)[CH2:6][NH:7][C:8](=[O:25])[C:9]1[CH:14]=[CH:13][N:12]=[C:11]([C:15]2[CH:20]=[C:19]([N:33]([CH2:34][CH3:35])[CH2:31][CH3:32])[CH:18]=[CH:17][C:16]=2[N+:22]([O-:24])=[O:23])[CH:10]=1, predict the reactants needed to synthesize it. The reactants are: [F:1][C:2]([F:30])([F:29])[C:3]1[CH:4]=[C:5]([CH:26]=[CH:27][CH:28]=1)[CH2:6][NH:7][C:8](=[O:25])[C:9]1[CH:14]=[CH:13][N:12]=[C:11]([C:15]2[CH:20]=[C:19](F)[CH:18]=[CH:17][C:16]=2[N+:22]([O-:24])=[O:23])[CH:10]=1.[CH2:31]([NH:33][CH2:34][CH3:35])[CH3:32].C([O-])([O-])=O.[K+].[K+].